From a dataset of Acute oral toxicity (LD50) regression data from Zhu et al.. Regression/Classification. Given a drug SMILES string, predict its toxicity properties. Task type varies by dataset: regression for continuous values (e.g., LD50, hERG inhibition percentage) or binary classification for toxic/non-toxic outcomes (e.g., AMES mutagenicity, cardiotoxicity, hepatotoxicity). Dataset: ld50_zhu. (1) The drug is CCOP(=S)(NC)Oc1ccc(SC)c(C)c1. The rat oral LD50 is 4.76, given as -log10 of the dose in mol/kg body weight (higher means more acutely toxic). (2) The drug is OCCSSc1c(Cl)c(Cl)c(Cl)c(Cl)c1Cl. The rat oral LD50 is 2.10, given as -log10 of the dose in mol/kg body weight (higher means more acutely toxic). (3) The rat oral LD50 is 2.75, given as -log10 of the dose in mol/kg body weight (higher means more acutely toxic). The compound is C(=NCCCCCCN=Cc1ccco1)c1ccco1. (4) The drug is Oc1c(Br)cc(Cl)cc1Cc1cc(Cl)cc(Br)c1O. The rat oral LD50 is 2.06, given as -log10 of the dose in mol/kg body weight (higher means more acutely toxic). (5) The molecule is N#CCN(CC#N)CC#N. The rat oral LD50 is 3.43, given as -log10 of the dose in mol/kg body weight (higher means more acutely toxic). (6) The compound is CC(O)C(c1ccc2c(c1)OCO2)N1CCOCC1. The rat oral LD50 is 2.03, given as -log10 of the dose in mol/kg body weight (higher means more acutely toxic).